From a dataset of Catalyst prediction with 721,799 reactions and 888 catalyst types from USPTO. Predict which catalyst facilitates the given reaction. (1) Reactant: [F:1][C:2]1[CH:7]=[CH:6][C:5]([C:8]2[S:12][C:11]([C:13]([C:15]3[O:16][CH:17]=[CH:18][CH:19]=3)=[O:14])=[CH:10][C:9]=2[CH3:20])=[CH:4][CH:3]=1.CC(N=NC(C#N)(C)C)(C#N)C.[Br:33]N1C(=O)CCC1=O. Product: [Br:33][CH2:20][C:9]1[CH:10]=[C:11]([C:13]([C:15]2[O:16][CH:17]=[CH:18][CH:19]=2)=[O:14])[S:12][C:8]=1[C:5]1[CH:4]=[CH:3][C:2]([F:1])=[CH:7][CH:6]=1. The catalyst class is: 53. (2) Reactant: [CH3:1][O:2][C:3]1[CH:4]=[C:5]2[C:11]3([C:19]4[C:14](=[CH:15][CH:16]=[CH:17][CH:18]=4)[NH:13][C:12]3=[O:20])[CH2:10][O:9][C:6]2=[CH:7][N:8]=1.C(=O)([O-])[O-].[Cs+].[Cs+].Br[CH2:28][CH:29]1[CH2:34][CH2:33][O:32][CH2:31][CH2:30]1. Product: [CH3:1][O:2][C:3]1[CH:4]=[C:5]2[C:11]3([C:19]4[C:14](=[CH:15][CH:16]=[CH:17][CH:18]=4)[N:13]([CH2:28][CH:29]4[CH2:34][CH2:33][O:32][CH2:31][CH2:30]4)[C:12]3=[O:20])[CH2:10][O:9][C:6]2=[CH:7][N:8]=1. The catalyst class is: 131. (3) Reactant: C(NC([C@@H:6]1[C@H:10](C)[O:9][C:8]([C:12]2[CH:17]=[CH:16][C:15]([I:18])=[CH:14][C:13]=2[OH:19])=[N:7]1)=O)C.S(Cl)(Cl)=O.[CH3:24][C:25](=[O:29])[O:26][CH2:27]C. Product: [OH:19][C:13]1[CH:14]=[C:15]([I:18])[CH:16]=[CH:17][C:12]=1[C:8]1[O:9][C@@H:10]([CH3:6])[C@@H:24]([C:25]([O:26][CH3:27])=[O:29])[N:7]=1. The catalyst class is: 2. (4) Reactant: [C:1]1([N:11]=[C:12]=[S:13])[C:10]2[C:5](=[CH:6][CH:7]=[CH:8][CH:9]=2)[CH:4]=[CH:3][CH:2]=1.[N-:14]=[N+:15]=[N-:16].[Na+].Cl. Product: [C:1]1([N:11]2[C:12]([SH:13])=[N:16][N:15]=[N:14]2)[C:10]2[C:5](=[CH:6][CH:7]=[CH:8][CH:9]=2)[CH:4]=[CH:3][CH:2]=1. The catalyst class is: 8.